This data is from Reaction yield outcomes from USPTO patents with 853,638 reactions. The task is: Predict the reaction yield, written as a fraction of the theoretical maximum amount of product (1.0 means a 100% yield; for example, 0.34 means a 34% yield). The reactants are [OH:1][C:2]1[N:3]=[C:4]2[CH:9]=[CH:8][C:7]([C:10]3[CH:15]=[CH:14][CH:13]=[CH:12][C:11]=3[C:16]([F:19])([F:18])[F:17])=[N:6][N:5]2[C:20]=1[C:21]([O:23]CC)=O.[N:26]1[CH:31]=[CH:30][CH:29]=[CH:28][C:27]=1[NH2:32].[H-].[Na+]. The catalyst is C1(C)C=CC=CC=1. The product is [OH:1][C:2]1[N:3]=[C:4]2[CH:9]=[CH:8][C:7]([C:10]3[CH:15]=[CH:14][CH:13]=[CH:12][C:11]=3[C:16]([F:19])([F:18])[F:17])=[N:6][N:5]2[C:20]=1[C:21]([NH:32][C:27]1[CH:28]=[CH:29][CH:30]=[CH:31][N:26]=1)=[O:23]. The yield is 0.480.